From a dataset of Forward reaction prediction with 1.9M reactions from USPTO patents (1976-2016). Predict the product of the given reaction. (1) Given the reactants [F:1][C:2]([F:21])([F:20])[CH2:3][NH:4][C:5]([CH:7]1[C:19]2[CH:18]=[CH:17][CH:16]=[CH:15][C:14]=2[C:13]2[C:8]1=[CH:9][CH:10]=[CH:11][CH:12]=2)=[O:6].C([N-]C(C)C)(C)C.[Li+].[Si:30]([O:37][CH2:38][CH2:39]Br)([C:33]([CH3:36])([CH3:35])[CH3:34])([CH3:32])[CH3:31].[Cl-].[NH4+], predict the reaction product. The product is: [F:1][C:2]([F:20])([F:21])[CH2:3][NH:4][C:5]([C:7]1([CH2:39][CH2:38][O:37][Si:30]([C:33]([CH3:36])([CH3:35])[CH3:34])([CH3:32])[CH3:31])[C:19]2[CH:18]=[CH:17][CH:16]=[CH:15][C:14]=2[C:13]2[C:8]1=[CH:9][CH:10]=[CH:11][CH:12]=2)=[O:6]. (2) Given the reactants [CH2:1]([O:3][C:4](=[O:17])[C:5]1[CH:10]=[C:9]([C:11]([F:14])([F:13])[F:12])[C:8](Cl)=[CH:7][C:6]=1[NH2:16])[CH3:2].[C:18]([O:22][C:23]([N:25]1[CH2:30][CH2:29][N:28]([CH2:31][B-](F)(F)F)[CH2:27][CH2:26]1)=[O:24])([CH3:21])([CH3:20])[CH3:19].[K+].CC(C1C=C(C(C)C)C(C2C=CC=CC=2P(C2CCCCC2)C2CCCCC2)=C(C(C)C)C=1)C.C(=O)([O-])[O-].[Cs+].[Cs+], predict the reaction product. The product is: [C:18]([O:22][C:23]([N:25]1[CH2:30][CH2:29][N:28]([CH2:31][C:8]2[CH:7]=[C:6]([NH2:16])[C:5]([C:4]([O:3][CH2:1][CH3:2])=[O:17])=[CH:10][C:9]=2[C:11]([F:14])([F:13])[F:12])[CH2:27][CH2:26]1)=[O:24])([CH3:21])([CH3:20])[CH3:19]. (3) Given the reactants [C:1]([C:4]1[CH:9]=[CH:8][C:7]([C:10]2[CH:11]=[N:12][C:13]([C:16]([F:19])([F:18])[F:17])=[N:14][CH:15]=2)=[CH:6][C:5]=1[CH2:20][NH:21][C:22]([C@@H:24]1[C@@H:29]2[C@@H:27]([CH2:28]2)[CH2:26][N:25]1C(OC(C)(C)C)=O)=[O:23])(=[O:3])[NH2:2].Cl.O1CCOCC1.FC1C=CC(S(Cl)(=O)=O)=CC=1, predict the reaction product. The product is: [C:1]([C:4]1[CH:9]=[CH:8][C:7]([C:10]2[CH:11]=[N:12][C:13]([C:16]([F:19])([F:18])[F:17])=[N:14][CH:15]=2)=[CH:6][C:5]=1[CH2:20][NH:21][C:22]([C@@H:24]1[C@@H:29]2[C@@H:27]([CH2:28]2)[CH2:26][NH:25]1)=[O:23])(=[O:3])[NH2:2]. (4) Given the reactants [NH2:1][C:2]1[CH:3]=[CH:4][N:5]([CH3:27])[C:6]2[C:7]=1[CH:8]=[N:9][C:10]1[N:19]([C:20]3[CH:25]=[CH:24][C:23]([Cl:26])=[CH:22][CH:21]=3)[CH2:18][CH:17]=[C:12]3[NH:13][C:14](=[O:16])[C:15]=2[C:11]=13.C(N(CC)CC)C.[C:35](Cl)(=[O:37])[CH3:36], predict the reaction product. The product is: [Cl:26][C:23]1[CH:24]=[CH:25][C:20]([N:19]2[C:10]3=[C:11]4[C:15](=[C:6]5[N:5]([CH3:27])[CH:4]=[CH:3][C:2]([NH:1][C:35](=[O:37])[CH3:36])=[C:7]5[CH:8]=[N:9]3)[C:14](=[O:16])[NH:13][C:12]4=[CH:17][CH2:18]2)=[CH:21][CH:22]=1. (5) Given the reactants [Cl:1][C:2]1[CH:3]=[CH:4][C:5]([O:17][C:18]([CH3:36])([C:20]2[N:24]([CH3:25])[C:23]([C:26]3[CH:31]=[CH:30][CH:29]=[CH:28][C:27]=3[C:32]([F:35])([F:34])[F:33])=[N:22][N:21]=2)[CH3:19])=[C:6]([CH:16]=1)[C:7]([NH:9][CH2:10][C:11](OCC)=[O:12])=[O:8].[CH3:37][NH2:38].C(=O)([O-])[O-].[K+].[K+].[OH-].[Na+], predict the reaction product. The product is: [Cl:1][C:2]1[CH:3]=[CH:4][C:5]([O:17][C:18]([CH3:36])([C:20]2[N:24]([CH3:25])[C:23]([C:26]3[CH:31]=[CH:30][CH:29]=[CH:28][C:27]=3[C:32]([F:33])([F:34])[F:35])=[N:22][N:21]=2)[CH3:19])=[C:6]([CH:16]=1)[C:7]([NH:9][CH2:10][C:11]([NH:38][CH3:37])=[O:12])=[O:8]. (6) Given the reactants C(NC1C=CC(C2C=C3C(CN([C@@H](C(C)C)C(OC)=O)C3=O)=CC=2)=CC=1)(=O)C1C=CC=CC=1.[NH2:34][C:35]1[CH:40]=[CH:39][C:38]([C:41]2[CH:49]=[C:48]3[C:44]([CH2:45][N:46]([C:51]([CH3:57])([CH3:56])[C:52]([O:54][CH3:55])=[O:53])[C:47]3=[O:50])=[CH:43][CH:42]=2)=[CH:37][CH:36]=1.[F:58][C:59]([F:71])([F:70])[O:60][C:61]1[CH:69]=[CH:68][C:64]([C:65](Cl)=[O:66])=[CH:63][CH:62]=1, predict the reaction product. The product is: [CH3:56][C:51]([N:46]1[CH2:45][C:44]2[C:48](=[CH:49][C:41]([C:38]3[CH:37]=[CH:36][C:35]([NH:34][C:65](=[O:66])[C:64]4[CH:68]=[CH:69][C:61]([O:60][C:59]([F:58])([F:70])[F:71])=[CH:62][CH:63]=4)=[CH:40][CH:39]=3)=[CH:42][CH:43]=2)[C:47]1=[O:50])([CH3:57])[C:52]([O:54][CH3:55])=[O:53]. (7) Given the reactants Cl.[CH:2]12[NH:9][CH:6]([CH2:7][CH2:8]1)[CH2:5][C:4](=[O:10])[CH2:3]2.[C:11]([O:15][C:16](=O)[O:17]C(C)(C)C)([CH3:14])([CH3:13])[CH3:12], predict the reaction product. The product is: [C:11]([O:15][C:16]([N:9]1[CH:6]2[CH2:7][CH2:8][CH:2]1[CH2:3][C:4](=[O:10])[CH2:5]2)=[O:17])([CH3:14])([CH3:13])[CH3:12]. (8) The product is: [CH3:1][O:2][C:3](=[O:20])[C@@H:4]([NH:9][C:10]([O:12][CH2:13][C:14]1[CH:19]=[CH:18][CH:17]=[CH:16][CH:15]=1)=[O:11])[CH2:5][CH2:6][S:7]([CH3:8])=[O:22]. Given the reactants [CH3:1][O:2][C:3](=[O:20])[C@@H:4]([NH:9][C:10]([O:12][CH2:13][C:14]1[CH:19]=[CH:18][CH:17]=[CH:16][CH:15]=1)=[O:11])[CH2:5][CH2:6][S:7][CH3:8].I([O-])(=O)(=O)=[O:22].[Na+], predict the reaction product. (9) Given the reactants [C:1]1(C)[CH:6]=[CH:5][C:4](S(O)(=O)=O)=[CH:3][CH:2]=1.C1(=O)CCCCC1.[NH:19]1[CH2:23][CH2:22][CH2:21][CH2:20]1, predict the reaction product. The product is: [C:1]1([N:19]2[CH2:23][CH2:22][CH2:21][CH2:20]2)[CH2:2][CH2:3][CH2:4][CH2:5][CH:6]=1.